Regression/Classification. Given a drug SMILES string, predict its absorption, distribution, metabolism, or excretion properties. Task type varies by dataset: regression for continuous measurements (e.g., permeability, clearance, half-life) or binary classification for categorical outcomes (e.g., BBB penetration, CYP inhibition). Dataset: cyp3a4_veith. From a dataset of CYP3A4 inhibition data for predicting drug metabolism from PubChem BioAssay. (1) The compound is O=C1C2C3C=CC(C2C(=O)N1CN1CCOCC1)C1C2C(=O)N(CN4CCOCC4)C(=O)C2C31. The result is 0 (non-inhibitor). (2) The compound is O=C(c1ccco1)N1CCC2(CC1)CCN(c1cccc(-c3ccccc3)c1)CC2. The result is 0 (non-inhibitor). (3) The compound is O=C1C=CC(=Nc2cccc3c(N=C4C=CC(=O)O4)cccc23)O1. The result is 0 (non-inhibitor). (4) The compound is CCCCN(Cc1ccccc1)C(=O)c1cnc2n(c1=O)CCS2. The result is 0 (non-inhibitor). (5) The compound is CN(C)C(=O)c1ccc(-c2cncnc2NCc2ccccc2)cc1. The result is 1 (inhibitor). (6) The drug is Cc1cc2n(n1)SC(Nc1ccccc1)N2. The result is 0 (non-inhibitor).